Regression. Given two drug SMILES strings and cell line genomic features, predict the synergy score measuring deviation from expected non-interaction effect. From a dataset of NCI-60 drug combinations with 297,098 pairs across 59 cell lines. (1) Drug 1: CS(=O)(=O)OCCCCOS(=O)(=O)C. Drug 2: CC1C(C(CC(O1)OC2CC(CC3=C2C(=C4C(=C3O)C(=O)C5=CC=CC=C5C4=O)O)(C(=O)C)O)N)O. Cell line: UO-31. Synergy scores: CSS=43.4, Synergy_ZIP=-1.79, Synergy_Bliss=0.560, Synergy_Loewe=-44.5, Synergy_HSA=0.676. (2) Drug 2: CCC1(C2=C(COC1=O)C(=O)N3CC4=CC5=C(C=CC(=C5CN(C)C)O)N=C4C3=C2)O.Cl. Drug 1: CC1C(C(CC(O1)OC2CC(OC(C2O)C)OC3=CC4=CC5=C(C(=O)C(C(C5)C(C(=O)C(C(C)O)O)OC)OC6CC(C(C(O6)C)O)OC7CC(C(C(O7)C)O)OC8CC(C(C(O8)C)O)(C)O)C(=C4C(=C3C)O)O)O)O. Cell line: OVCAR-5. Synergy scores: CSS=77.2, Synergy_ZIP=-6.23, Synergy_Bliss=-4.06, Synergy_Loewe=-4.40, Synergy_HSA=-0.600. (3) Drug 1: CN1C(=O)N2C=NC(=C2N=N1)C(=O)N. Drug 2: CNC(=O)C1=NC=CC(=C1)OC2=CC=C(C=C2)NC(=O)NC3=CC(=C(C=C3)Cl)C(F)(F)F. Cell line: HCT-15. Synergy scores: CSS=-7.70, Synergy_ZIP=4.82, Synergy_Bliss=4.44, Synergy_Loewe=0.982, Synergy_HSA=-1.99. (4) Drug 1: C1=C(C(=O)NC(=O)N1)F. Drug 2: CCCCC(=O)OCC(=O)C1(CC(C2=C(C1)C(=C3C(=C2O)C(=O)C4=C(C3=O)C=CC=C4OC)O)OC5CC(C(C(O5)C)O)NC(=O)C(F)(F)F)O. Cell line: SK-MEL-28. Synergy scores: CSS=25.7, Synergy_ZIP=5.09, Synergy_Bliss=1.81, Synergy_Loewe=0.576, Synergy_HSA=0.648. (5) Drug 1: C1CCC(C1)C(CC#N)N2C=C(C=N2)C3=C4C=CNC4=NC=N3. Drug 2: CC1CCC2CC(C(=CC=CC=CC(CC(C(=O)C(C(C(=CC(C(=O)CC(OC(=O)C3CCCCN3C(=O)C(=O)C1(O2)O)C(C)CC4CCC(C(C4)OC)O)C)C)O)OC)C)C)C)OC. Cell line: HL-60(TB). Synergy scores: CSS=5.22, Synergy_ZIP=-1.64, Synergy_Bliss=-1.27, Synergy_Loewe=-36.1, Synergy_HSA=-11.1. (6) Drug 1: C1C(C(OC1N2C=C(C(=O)NC2=O)F)CO)O. Drug 2: C1C(C(OC1N2C=NC3=C2NC=NCC3O)CO)O. Cell line: HCC-2998. Synergy scores: CSS=47.4, Synergy_ZIP=-0.0454, Synergy_Bliss=-0.859, Synergy_Loewe=-9.30, Synergy_HSA=1.75.